From a dataset of Plasma protein binding rate (PPBR) regression data from AstraZeneca. Regression/Classification. Given a drug SMILES string, predict its absorption, distribution, metabolism, or excretion properties. Task type varies by dataset: regression for continuous measurements (e.g., permeability, clearance, half-life) or binary classification for categorical outcomes (e.g., BBB penetration, CYP inhibition). For this dataset (ppbr_az), we predict Y. The compound is COCCNC(=O)c1ccc(Nc2ncc3cc(-c4ccncc4)ccc3n2)cc1. The Y is 98.3 %.